Dataset: Forward reaction prediction with 1.9M reactions from USPTO patents (1976-2016). Task: Predict the product of the given reaction. (1) Given the reactants Br[C:2]1[O:6][C:5]([CH2:7][O:8][CH3:9])=[C:4]([C:10]([O:12][CH3:13])=[O:11])[CH:3]=1.[CH3:14][O:15][C:16]1[CH:21]=[CH:20][C:19](B(O)O)=[CH:18][N:17]=1.C(=O)([O-])[O-].[Na+].[Na+].COCCOC, predict the reaction product. The product is: [CH3:9][O:8][CH2:7][C:5]1[O:6][C:2]([C:19]2[CH:18]=[N:17][C:16]([O:15][CH3:14])=[CH:21][CH:20]=2)=[CH:3][C:4]=1[C:10]([O:12][CH3:13])=[O:11]. (2) Given the reactants [CH2:1]([O:8][C:9]1[C:10](Br)=[CH:11][C:12]2[C:17]([CH:18]=1)=[CH:16][C:15]([O:19][CH2:20][C:21]1[CH:26]=[CH:25][CH:24]=[CH:23][CH:22]=1)=[CH:14][CH:13]=2)[C:2]1[CH:7]=[CH:6][CH:5]=[CH:4][CH:3]=1.[C:28](=[NH:41])([C:35]1[CH:40]=[CH:39][CH:38]=[CH:37][CH:36]=1)[C:29]1[CH:34]=[CH:33][CH:32]=[CH:31][CH:30]=1.C1C=CC(P(C2C(C3C(P(C4C=CC=CC=4)C4C=CC=CC=4)=CC=C4C=3C=CC=C4)=C3C(C=CC=C3)=CC=2)C2C=CC=CC=2)=CC=1.C[O-].[Na+], predict the reaction product. The product is: [C:28](=[N:41][C:10]1[C:9]([O:8][CH2:1][C:2]2[CH:7]=[CH:6][CH:5]=[CH:4][CH:3]=2)=[CH:18][C:17]2[C:12](=[CH:13][CH:14]=[C:15]([O:19][CH2:20][C:21]3[CH:26]=[CH:25][CH:24]=[CH:23][CH:22]=3)[CH:16]=2)[CH:11]=1)([C:35]1[CH:36]=[CH:37][CH:38]=[CH:39][CH:40]=1)[C:29]1[CH:34]=[CH:33][CH:32]=[CH:31][CH:30]=1. (3) Given the reactants Cl.[Br:2][C:3]1[CH:4]=[C:5]([CH:7]=[C:8]([F:10])[CH:9]=1)[NH2:6].O[CH2:12][CH:13]([CH2:15]O)O.[N+]([C:20]1[CH:25]=CC=C[CH:21]=1)([O-])=O.S(=O)(=O)(O)O, predict the reaction product. The product is: [Br:2][C:3]1[CH:9]=[C:8]([F:10])[CH:7]=[C:5]2[C:4]=1[CH:12]=[CH:13][CH:15]=[N:6]2.[Br:2][C:3]1[CH:4]=[C:5]2[C:7]([CH:21]=[CH:20][CH:25]=[N:6]2)=[C:8]([F:10])[CH:9]=1.